From a dataset of NCI-60 drug combinations with 297,098 pairs across 59 cell lines. Regression. Given two drug SMILES strings and cell line genomic features, predict the synergy score measuring deviation from expected non-interaction effect. (1) Drug 1: C1CCC(CC1)NC(=O)N(CCCl)N=O. Drug 2: C1C(C(OC1N2C=NC(=NC2=O)N)CO)O. Cell line: MDA-MB-231. Synergy scores: CSS=13.6, Synergy_ZIP=-5.95, Synergy_Bliss=-4.05, Synergy_Loewe=-1.22, Synergy_HSA=-0.250. (2) Drug 1: CCC1=CC2CC(C3=C(CN(C2)C1)C4=CC=CC=C4N3)(C5=C(C=C6C(=C5)C78CCN9C7C(C=CC9)(C(C(C8N6C)(C(=O)OC)O)OC(=O)C)CC)OC)C(=O)OC.C(C(C(=O)O)O)(C(=O)O)O. Drug 2: C1C(C(OC1N2C=NC3=C(N=C(N=C32)Cl)N)CO)O. Cell line: NCI/ADR-RES. Synergy scores: CSS=35.9, Synergy_ZIP=-2.67, Synergy_Bliss=-2.04, Synergy_Loewe=-35.4, Synergy_HSA=-0.512. (3) Drug 1: CCCS(=O)(=O)NC1=C(C(=C(C=C1)F)C(=O)C2=CNC3=C2C=C(C=N3)C4=CC=C(C=C4)Cl)F. Drug 2: C1=C(C(=O)NC(=O)N1)N(CCCl)CCCl. Cell line: SK-MEL-5. Synergy scores: CSS=45.2, Synergy_ZIP=4.78, Synergy_Bliss=5.33, Synergy_Loewe=2.58, Synergy_HSA=7.93. (4) Drug 1: C1CNP(=O)(OC1)N(CCCl)CCCl. Drug 2: C(CN)CNCCSP(=O)(O)O. Cell line: NCI/ADR-RES. Synergy scores: CSS=4.37, Synergy_ZIP=1.80, Synergy_Bliss=1.85, Synergy_Loewe=0.117, Synergy_HSA=-0.953. (5) Drug 1: CC(C1=C(C=CC(=C1Cl)F)Cl)OC2=C(N=CC(=C2)C3=CN(N=C3)C4CCNCC4)N. Drug 2: COC1=C2C(=CC3=C1OC=C3)C=CC(=O)O2. Cell line: NCI-H522. Synergy scores: CSS=8.32, Synergy_ZIP=-1.12, Synergy_Bliss=5.19, Synergy_Loewe=2.65, Synergy_HSA=4.33. (6) Drug 1: CN1CCC(CC1)COC2=C(C=C3C(=C2)N=CN=C3NC4=C(C=C(C=C4)Br)F)OC. Drug 2: CC(C1=C(C=CC(=C1Cl)F)Cl)OC2=C(N=CC(=C2)C3=CN(N=C3)C4CCNCC4)N. Cell line: SK-MEL-28. Synergy scores: CSS=3.63, Synergy_ZIP=3.10, Synergy_Bliss=5.77, Synergy_Loewe=-0.569, Synergy_HSA=0.327. (7) Drug 1: CC1C(C(CC(O1)OC2CC(CC3=C2C(=C4C(=C3O)C(=O)C5=C(C4=O)C(=CC=C5)OC)O)(C(=O)C)O)N)O.Cl. Drug 2: B(C(CC(C)C)NC(=O)C(CC1=CC=CC=C1)NC(=O)C2=NC=CN=C2)(O)O. Cell line: CAKI-1. Synergy scores: CSS=32.3, Synergy_ZIP=-4.08, Synergy_Bliss=-0.168, Synergy_Loewe=2.53, Synergy_HSA=2.12. (8) Drug 1: CC1C(C(=O)NC(C(=O)N2CCCC2C(=O)N(CC(=O)N(C(C(=O)O1)C(C)C)C)C)C(C)C)NC(=O)C3=C4C(=C(C=C3)C)OC5=C(C(=O)C(=C(C5=N4)C(=O)NC6C(OC(=O)C(N(C(=O)CN(C(=O)C7CCCN7C(=O)C(NC6=O)C(C)C)C)C)C(C)C)C)N)C. Drug 2: CCC1(CC2CC(C3=C(CCN(C2)C1)C4=CC=CC=C4N3)(C5=C(C=C6C(=C5)C78CCN9C7C(C=CC9)(C(C(C8N6C=O)(C(=O)OC)O)OC(=O)C)CC)OC)C(=O)OC)O.OS(=O)(=O)O. Cell line: RXF 393. Synergy scores: CSS=4.21, Synergy_ZIP=-1.23, Synergy_Bliss=0.632, Synergy_Loewe=-4.21, Synergy_HSA=-1.24. (9) Drug 1: CCC1=CC2CC(C3=C(CN(C2)C1)C4=CC=CC=C4N3)(C5=C(C=C6C(=C5)C78CCN9C7C(C=CC9)(C(C(C8N6C)(C(=O)OC)O)OC(=O)C)CC)OC)C(=O)OC.C(C(C(=O)O)O)(C(=O)O)O. Drug 2: CCC1(CC2CC(C3=C(CCN(C2)C1)C4=CC=CC=C4N3)(C5=C(C=C6C(=C5)C78CCN9C7C(C=CC9)(C(C(C8N6C=O)(C(=O)OC)O)OC(=O)C)CC)OC)C(=O)OC)O.OS(=O)(=O)O. Cell line: EKVX. Synergy scores: CSS=51.5, Synergy_ZIP=-1.04, Synergy_Bliss=-0.695, Synergy_Loewe=-8.77, Synergy_HSA=2.33. (10) Drug 1: C1=NC2=C(N=C(N=C2N1C3C(C(C(O3)CO)O)O)F)N. Drug 2: COC1=C2C(=CC3=C1OC=C3)C=CC(=O)O2. Cell line: SNB-19. Synergy scores: CSS=17.7, Synergy_ZIP=-6.09, Synergy_Bliss=0.320, Synergy_Loewe=-9.60, Synergy_HSA=-1.33.